The task is: Predict the reaction yield, written as a fraction of the theoretical maximum amount of product (1.0 means a 100% yield; for example, 0.34 means a 34% yield).. This data is from Reaction yield outcomes from USPTO patents with 853,638 reactions. (1) The reactants are C([O:3][C:4]([C:6]1[C:7]([S:17][CH3:18])=[N:8][C:9]2[C:14]([C:15]=1[OH:16])=[CH:13][CH:12]=[CH:11][CH:10]=2)=[O:5])C.Cl. The catalyst is [OH-].[Na+]. The product is [CH3:18][S:17][C:7]1[NH:8][C:9]2[C:14]([C:15](=[O:16])[C:6]=1[C:4]([OH:5])=[O:3])=[CH:13][CH:12]=[CH:11][CH:10]=2. The yield is 0.850. (2) The reactants are [CH3:1][N:2]1[C:10]2[C:5](=[CH:6][CH:7]=[CH:8][CH:9]=2)[C:4]([CH2:11][CH:12]([CH3:14])[CH3:13])=[C:3]1[C:15]([NH:17][C@H:18]([C:22]([NH:24][CH:25]([C:34](=[O:44])[CH2:35][O:36][C:37]1[CH:42]=[CH:41][CH:40]=[CH:39][C:38]=1[F:43])[CH2:26][C:27]([O:29]C(C)(C)C)=[O:28])=[O:23])[CH:19]([CH3:21])[CH3:20])=[O:16].C(O)(C(F)(F)F)=O. No catalyst specified. The product is [CH3:1][N:2]1[C:10]2[C:5](=[CH:6][CH:7]=[CH:8][CH:9]=2)[C:4]([CH2:11][CH:12]([CH3:14])[CH3:13])=[C:3]1[C:15]([NH:17][C@H:18]([C:22]([NH:24][CH:25]([C:34](=[O:44])[CH2:35][O:36][C:37]1[CH:42]=[CH:41][CH:40]=[CH:39][C:38]=1[F:43])[CH2:26][C:27]([OH:29])=[O:28])=[O:23])[CH:19]([CH3:20])[CH3:21])=[O:16]. The yield is 0.360. (3) The reactants are O.[CH2:2]([O:4][C:5](=[O:15])[CH2:6][CH2:7][CH2:8][CH2:9][C:10]([O:12][CH2:13][CH3:14])=[O:11])[CH3:3].CC[O-].[Na+].[C:20]1([C:26]2[CH:33]=[CH:32][CH:31]=[CH:30][C:27]=2[CH2:28]Br)[CH:25]=[CH:24][CH:23]=[CH:22][CH:21]=1. The catalyst is C1COCC1. The product is [CH2:2]([O:4][C:5](=[O:15])[CH:6]([CH2:28][C:27]1[CH:30]=[CH:31][CH:32]=[CH:33][C:26]=1[C:20]1[CH:25]=[CH:24][CH:23]=[CH:22][CH:21]=1)[CH2:7][CH2:8][CH2:9][C:10]([O:12][CH2:13][CH3:14])=[O:11])[CH3:3]. The yield is 0.920.